Predict the reaction yield, written as a fraction of the theoretical maximum amount of product (1.0 means a 100% yield; for example, 0.34 means a 34% yield). From a dataset of Reaction yield outcomes from USPTO patents with 853,638 reactions. (1) The reactants are [CH2:1]([O:3][CH2:4][N:5]1[CH:9]=[CH:8][N:7]=[C:6]1[Sn](CCCC)(CCCC)CCCC)[CH3:2].Br[C:24]1[S:25][CH:26]=[CH:27][N:28]=1.C([O-])(O)=O.[Na+]. The catalyst is C1(C)C=CC=CC=1.C1C=CC([P]([Pd]([P](C2C=CC=CC=2)(C2C=CC=CC=2)C2C=CC=CC=2)([P](C2C=CC=CC=2)(C2C=CC=CC=2)C2C=CC=CC=2)[P](C2C=CC=CC=2)(C2C=CC=CC=2)C2C=CC=CC=2)(C2C=CC=CC=2)C2C=CC=CC=2)=CC=1. The product is [CH2:1]([O:3][CH2:4][N:5]1[CH:9]=[CH:8][N:7]=[C:6]1[C:24]1[S:25][CH:26]=[CH:27][N:28]=1)[CH3:2]. The yield is 0.260. (2) The catalyst is C1C=CC(P(C2C=CC=CC=2)[C-]2C=CC=C2)=CC=1.C1C=CC(P(C2C=CC=CC=2)[C-]2C=CC=C2)=CC=1.Cl[Pd]Cl.[Fe+2].C(Cl)Cl. The product is [CH3:25][C:23]1[CH:24]=[C:19]([C:8]2([C:4]3[CH:5]=[CH:6][CH:7]=[C:2]([C:31]4[CH:32]=[N:27][CH:28]=[N:29][CH:30]=4)[CH:3]=3)[C:16]3[C:11](=[C:12]([F:17])[CH:13]=[CH:14][CH:15]=3)[C:10]([NH2:18])=[N:9]2)[CH:20]=[C:21]([CH3:26])[N:22]=1. The reactants are Br[C:2]1[CH:3]=[C:4]([C:8]2([C:19]3[CH:24]=[C:23]([CH3:25])[N:22]=[C:21]([CH3:26])[CH:20]=3)[C:16]3[C:11](=[C:12]([F:17])[CH:13]=[CH:14][CH:15]=3)[C:10]([NH2:18])=[N:9]2)[CH:5]=[CH:6][CH:7]=1.[N:27]1[CH:32]=[C:31](B(O)O)[CH:30]=[N:29][CH:28]=1.C([O-])([O-])=O.[K+].[K+]. The yield is 0.500. (3) The reactants are [Cl:1][C:2]1[CH:10]=[CH:9][C:5]([C:6]([OH:8])=O)=[CH:4][CH:3]=1.CN(C(ON1N=NC2C=CC=CC1=2)=[N+](C)C)C.[B-](F)(F)(F)F.C(N(C(C)C)C(C)C)C.[CH:42]([NH:45][C@@H:46]([CH2:53][CH2:54][CH3:55])[CH2:47][N:48]1[CH2:51][CH:50]([OH:52])[CH2:49]1)([CH3:44])[CH3:43]. The catalyst is C(Cl)Cl. The product is [Cl:1][C:2]1[CH:3]=[CH:4][C:5]([C:6]([N:45]([C@@H:46]([CH2:53][CH2:54][CH3:55])[CH2:47][N:48]2[CH2:51][CH:50]([OH:52])[CH2:49]2)[CH:42]([CH3:44])[CH3:43])=[O:8])=[CH:9][CH:10]=1. The yield is 0.140. (4) The reactants are [CH3:1][C:2]([O:5][C:6](=[O:18])[N:7]([CH2:9][CH2:10][CH:11]([OH:17])[C:12]1[S:13][CH:14]=[CH:15][N:16]=1)[CH3:8])([CH3:4])[CH3:3].O[C:20]1[CH:27]=[C:26]([Cl:28])[CH:25]=[CH:24][C:21]=1[C:22]#[N:23].C1(P(C2C=CC=CC=2)C2C=CC=CC=2)C=CC=CC=1.N(C(OCC)=O)=NC(OCC)=O. The catalyst is O1CCCC1. The product is [CH3:4][C:2]([O:5][C:6](=[O:18])[N:7]([CH2:9][CH2:10][CH:11]([O:17][C:20]1[CH:27]=[C:26]([Cl:28])[CH:25]=[CH:24][C:21]=1[C:22]#[N:23])[C:12]1[S:13][CH:14]=[CH:15][N:16]=1)[CH3:8])([CH3:1])[CH3:3]. The yield is 0.430.